Dataset: Catalyst prediction with 721,799 reactions and 888 catalyst types from USPTO. Task: Predict which catalyst facilitates the given reaction. (1) Reactant: [Cl:1][C:2]1[N:7]=[CH:6][C:5]2[C:8]([I:11])=[CH:9][NH:10][C:4]=2[CH:3]=1.[H-].[Na+].I[CH:15]([CH3:17])[CH3:16]. Product: [Cl:1][C:2]1[N:7]=[CH:6][C:5]2[C:8]([I:11])=[CH:9][N:10]([CH:15]([CH3:17])[CH3:16])[C:4]=2[CH:3]=1. The catalyst class is: 9. (2) Reactant: [CH3:1][C:2]1[CH:9]=[CH:8][CH:7]=[CH:6][C:3]=1[CH2:4][OH:5].C([Li])CCC.[NH2:15][C:16]1[S:17][C:18]2[C:23]([N:24]([CH3:32])[C@H:25]([CH2:28][CH:29]([CH3:31])[CH3:30])[CH2:26][OH:27])=[N:22][C:21](S(CC3C=CC=CC=3)(=O)=O)=[N:20][C:19]=2[N:43]=1.[NH4+].[Cl-]. Product: [NH2:15][C:16]1[S:17][C:18]2[C:23]([N:24]([CH3:32])[C@H:25]([CH2:28][CH:29]([CH3:30])[CH3:31])[CH2:26][OH:27])=[N:22][C:21]([O:5][CH2:4][C:3]3[CH:6]=[CH:7][CH:8]=[CH:9][C:2]=3[CH3:1])=[N:20][C:19]=2[N:43]=1. The catalyst class is: 49. (3) Reactant: [C:1]12([C:12]([O:14][CH3:15])=[O:13])[CH2:8][CH2:7][C:4]([C:9]([OH:11])=[O:10])([CH2:5][CH2:6]1)[CH2:3][CH2:2]2.S(=O)(=O)(O)O. Product: [C:4]12([C:9]([O:11][C:1]([CH3:8])([CH3:6])[CH3:2])=[O:10])[CH2:3][CH2:2][C:1]([C:12]([O:14][CH3:15])=[O:13])([CH2:6][CH2:5]1)[CH2:8][CH2:7]2. The catalyst class is: 4.